Predict the product of the given reaction. From a dataset of Forward reaction prediction with 1.9M reactions from USPTO patents (1976-2016). (1) Given the reactants [CH3:1][O:2][C:3](=[O:16])[C:4]1[CH:9]=[C:8]([N+:10]([O-])=O)[C:7]([OH:13])=[C:6]([F:14])[C:5]=1[F:15], predict the reaction product. The product is: [CH3:1][O:2][C:3](=[O:16])[C:4]1[CH:9]=[C:8]([NH2:10])[C:7]([OH:13])=[C:6]([F:14])[C:5]=1[F:15]. (2) Given the reactants [ClH:1].[N:2]1([CH2:8][C:9]2[CH:17]=[CH:16][C:12]([C:13]([OH:15])=O)=[CH:11][CH:10]=2)[CH2:7][CH2:6][O:5][CH2:4][CH2:3]1.O.ON1C2C=CC=CC=2N=N1.[CH:29]1([N:32]2[CH2:37][CH2:36][NH:35][CH2:34][CH2:33]2)[CH2:31][CH2:30]1.Cl.CN(C)CCCN=C=NCC, predict the reaction product. The product is: [ClH:1].[ClH:1].[CH:29]1([N:32]2[CH2:37][CH2:36][N:35]([C:13]([C:12]3[CH:11]=[CH:10][C:9]([CH2:8][N:2]4[CH2:3][CH2:4][O:5][CH2:6][CH2:7]4)=[CH:17][CH:16]=3)=[O:15])[CH2:34][CH2:33]2)[CH2:31][CH2:30]1. (3) Given the reactants [I:1][C:2]1[N:3]=[CH:4][N:5]([CH3:20])[C:6]=1[C:7]1[S:19][C:10]2[N:11]=[CH:12][N:13]=[C:14](S(C)(=O)=O)[C:9]=2[CH:8]=1.CC1([N:28]2C(C3SC4N=CN=C(S(C)(=O)=O)C=4C=3)=CN=C2)C=CC=CC1, predict the reaction product. The product is: [I:1][C:2]1[N:3]=[CH:4][N:5]([CH3:20])[C:6]=1[C:7]1[S:19][C:10]2[N:11]=[CH:12][N:13]=[C:14]([NH2:28])[C:9]=2[CH:8]=1.